This data is from Full USPTO retrosynthesis dataset with 1.9M reactions from patents (1976-2016). The task is: Predict the reactants needed to synthesize the given product. (1) Given the product [C:6]([CH:8]([NH:12][S:13]([C:16]1[CH:17]=[CH:18][C:19]([C:22]2[CH:27]=[CH:26][C:25]([O:28][C:29]([C:31]3[O:32][C:33]4[CH:39]=[CH:38][CH:37]=[CH:36][C:34]=4[CH:35]=3)=[O:30])=[CH:24][CH:23]=2)=[CH:20][CH:21]=1)(=[O:14])=[O:15])[CH:9]([CH3:11])[CH3:10])([OH:7])=[O:5], predict the reactants needed to synthesize it. The reactants are: C([O:5][C:6]([CH:8]([NH:12][S:13]([C:16]1[CH:21]=[CH:20][C:19]([C:22]2[CH:27]=[CH:26][C:25]([O:28][C:29]([C:31]3[O:32][C:33]4[CH:39]=[CH:38][CH:37]=[CH:36][C:34]=4[CH:35]=3)=[O:30])=[CH:24][CH:23]=2)=[CH:18][CH:17]=1)(=[O:15])=[O:14])[CH:9]([CH3:11])[CH3:10])=[O:7])(C)(C)C.C(O)(C(F)(F)F)=O. (2) Given the product [C:14]([C:13]1[CH:16]=[CH:17][C:10]([NH:9][CH2:2][C:3]([OH:5])=[O:4])=[CH:11][CH:12]=1)#[N:15], predict the reactants needed to synthesize it. The reactants are: Cl[CH2:2][C:3]([O-:5])=[O:4].[Na+].[I-].[K+].[NH2:9][C:10]1[CH:17]=[CH:16][C:13]([C:14]#[N:15])=[CH:12][CH:11]=1.C(=O)(O)[O-].[Na+].N.Cl. (3) Given the product [Br:1][C:2]1[CH:7]=[C:6]([CH:5]=[C:4]([O:9][CH3:10])[CH:3]=1)[C:8]([OH:17])=[O:23], predict the reactants needed to synthesize it. The reactants are: [Br:1][C:2]1[CH:7]=[C:6]([CH3:8])[CH:5]=[C:4]([O:9][CH3:10])[CH:3]=1.N1C=CC=CC=1.[O-:17][Mn](=O)(=O)=O.[K+].[OH2:23]. (4) Given the product [NH:22]([C:2]([NH:1][C:4]1[CH:5]=[C:6]([S:10][CH2:11][CH2:12][CH2:13][CH2:14][CH2:15][C:16]([O:18][CH2:19][CH3:20])=[O:17])[CH:7]=[CH:8][CH:9]=1)=[S:3])[NH2:23], predict the reactants needed to synthesize it. The reactants are: [N:1]([C:4]1[CH:5]=[C:6]([S:10][CH2:11][CH2:12][CH2:13][CH2:14][CH2:15][C:16]([O:18][CH2:19][CH3:20])=[O:17])[CH:7]=[CH:8][CH:9]=1)=[C:2]=[S:3].O.[NH2:22][NH2:23]. (5) Given the product [CH:1]1([CH2:7][C:8]([NH:59][C:56]2[S:57][C:58]3[C:50]([CH:45]4[CH2:46][O:47][CH2:48][CH2:49][O:44]4)=[CH:51][CH:52]=[C:53]([O:60][CH3:61])[C:54]=3[N:55]=2)=[O:9])[CH2:6][CH2:5][CH2:4][CH2:3][CH2:2]1, predict the reactants needed to synthesize it. The reactants are: [CH:1]1([CH2:7][C:8](O)=[O:9])[CH2:6][CH2:5][CH2:4][CH2:3][CH2:2]1.CN(C(ON1N=NC2C=CC=NC1=2)=[N+](C)C)C.F[P-](F)(F)(F)(F)F.C(N(C(C)C)C(C)C)C.[O:44]1[CH2:49][CH2:48][O:47][CH2:46][CH:45]1[C:50]1[C:58]2[S:57][C:56]([NH2:59])=[N:55][C:54]=2[C:53]([O:60][CH3:61])=[CH:52][CH:51]=1. (6) Given the product [S:3]1[CH2:2][CH:24]1[CH2:23][S:22][CH2:21][CH:18]1[CH2:17][S:16][CH:15]([CH2:14][S:13][CH2:12][CH:11]2[S:28][CH2:27]2)[CH2:20][S:19]1, predict the reactants needed to synthesize it. The reactants are: N[C:2](N)=[S:3].[N+]([O-])([O-])=O.[NH4+].O1[CH2:27][CH:11]1[CH2:12][S:13][CH2:14][CH:15]1[CH2:20][S:19][CH:18]([CH2:21][S:22][CH2:23][CH:24]2OC2)[CH2:17][S:16]1.[S:28](=O)(=O)(O)O.